The task is: Predict the reactants needed to synthesize the given product.. This data is from Full USPTO retrosynthesis dataset with 1.9M reactions from patents (1976-2016). (1) Given the product [CH:1]1([N:6]2[CH2:12][C:11]([F:13])([F:14])[C:10](=[O:15])[N:9]([CH3:16])[C:8]3[CH:17]=[N:18][C:19]([NH:21][C:22]4[CH:30]=[CH:29][C:25]([C:26]([NH:76][CH:77]5[CH2:82][CH2:81][O:80][CH2:79][CH2:78]5)=[O:27])=[CH:24][C:23]=4[CH2:31][CH3:32])=[N:20][C:7]2=3)[CH2:5][CH2:4][CH2:3][CH2:2]1, predict the reactants needed to synthesize it. The reactants are: [CH:1]1([N:6]2[CH2:12][C:11]([F:14])([F:13])[C:10](=[O:15])[N:9]([CH3:16])[C:8]3[CH:17]=[N:18][C:19]([NH:21][C:22]4[CH:30]=[CH:29][C:25]([C:26](O)=[O:27])=[CH:24][C:23]=4[CH2:31][CH3:32])=[N:20][C:7]2=3)[CH2:5][CH2:4][CH2:3][CH2:2]1.ON1C2C=CC=CC=2N=N1.F[P-](F)(F)(F)(F)F.CN(C(N(C)C)=[N+]1C2C=CC=CC=2[N+]([O-])=N1)C.C(N(C(C)C)CC)(C)C.[NH2:76][CH:77]1[CH2:82][CH2:81][O:80][CH2:79][CH2:78]1. (2) Given the product [F:1][C:2]1[CH:7]=[CH:6][CH:5]=[CH:4][C:3]=1[C:20]([C:19]1[CH:23]=[CH:24][CH:25]=[CH:26][C:18]=1[F:17])=[O:21], predict the reactants needed to synthesize it. The reactants are: [F:1][C:2]1[CH:7]=[CH:6][CH:5]=[CH:4][C:3]=1B(O)O.C([O-])([O-])=O.[Cs+].[Cs+].[F:17][C:18]1[CH:26]=[CH:25][CH:24]=[CH:23][C:19]=1[C:20](Cl)=[O:21].